Dataset: NCI-60 drug combinations with 297,098 pairs across 59 cell lines. Task: Regression. Given two drug SMILES strings and cell line genomic features, predict the synergy score measuring deviation from expected non-interaction effect. Drug 1: C1=CC(=C2C(=C1NCCNCCO)C(=O)C3=C(C=CC(=C3C2=O)O)O)NCCNCCO. Drug 2: C1=CC(=CC=C1C#N)C(C2=CC=C(C=C2)C#N)N3C=NC=N3. Cell line: EKVX. Synergy scores: CSS=25.4, Synergy_ZIP=-3.56, Synergy_Bliss=-0.241, Synergy_Loewe=-21.8, Synergy_HSA=0.527.